Dataset: Forward reaction prediction with 1.9M reactions from USPTO patents (1976-2016). Task: Predict the product of the given reaction. (1) Given the reactants Cl[C:2]1[N:6]([CH3:7])[N:5]=[C:4]([C:8]([F:11])([F:10])[F:9])[C:3]=1[CH:12]=[O:13].[F:14][CH:15]([F:23])[C:16]1[CH:17]=[C:18]([OH:22])[CH:19]=[CH:20][CH:21]=1.C(=O)([O-])[O-:25].[K+].[K+], predict the reaction product. The product is: [F:14][CH:15]([F:23])[C:16]1[CH:17]=[C:18]([CH:19]=[CH:20][CH:21]=1)[O:22][C:2]1[N:6]([CH3:7])[N:5]=[C:4]([C:8]([F:11])([F:10])[F:9])[C:3]=1[C:12]([OH:13])=[O:25]. (2) Given the reactants [CH:1]([C:3]1[CH:8]=[CH:7][C:6]([C:9]2[CH:14]=[CH:13][CH:12]=[C:11]([C:15]([NH2:17])=[O:16])[CH:10]=2)=[CH:5][CH:4]=1)=O.[CH3:18][CH:19]1[CH2:24][CH2:23][CH:22]([NH2:25])[CH2:21][CH2:20]1.[BH4-].[Na+].O, predict the reaction product. The product is: [CH3:18][CH:19]1[CH2:24][CH2:23][CH:22]([NH:25][CH2:1][C:3]2[CH:8]=[CH:7][C:6]([C:9]3[CH:14]=[CH:13][CH:12]=[C:11]([C:15]([NH2:17])=[O:16])[CH:10]=3)=[CH:5][CH:4]=2)[CH2:21][CH2:20]1.